Dataset: Full USPTO retrosynthesis dataset with 1.9M reactions from patents (1976-2016). Task: Predict the reactants needed to synthesize the given product. (1) Given the product [F:10][C:8]1[CH:7]=[CH:6][C:5]([S:11][C:12]2[CH:21]=[CH:20][C:19]3[C:14](=[CH:15][CH:16]=[CH:17][CH:18]=3)[C:13]=2[CH2:22][OH:23])=[C:4]([CH2:1][OH:2])[CH:9]=1, predict the reactants needed to synthesize it. The reactants are: [C:1]([C:4]1[CH:9]=[C:8]([F:10])[CH:7]=[CH:6][C:5]=1[S:11][C:12]1[CH:21]=[CH:20][C:19]2[C:14](=[CH:15][CH:16]=[CH:17][CH:18]=2)[C:13]=1[C:22](O)=[O:23])(O)=[O:2].S(C1C=CC=CC=1C(OC)=O)C1C=CC=CC=1C(OC)=O. (2) Given the product [C:1]([O:15][CH2:14][C:13]1([C:9]2[S:8][CH:12]=[CH:11][CH:10]=2)[CH:16]=[CH:17][CH:18]=[CH:19][CH2:20]1)(=[O:3])[CH3:2], predict the reactants needed to synthesize it. The reactants are: [C:1](OC(=O)C)(=[O:3])[CH3:2].[S:8]1[CH:12]=[CH:11][CH:10]=[C:9]1[C:13]1([CH:20]=[CH:19][CH:18]=[CH:17][CH2:16]1)[CH2:14][OH:15].O. (3) The reactants are: Cl[C:2]1[C:3]2[CH2:31][N:30]([C:32]3[N:36]([CH3:37])[N:35]=[C:34]([CH:38]([CH3:40])[CH3:39])[C:33]=3[Cl:41])[CH2:29][CH2:28][C:4]=2[N:5]=[C:6]([C:8]2[CH:16]=[CH:15][CH:14]=[C:13]3[C:9]=2[C:10]([CH3:27])=[CH:11][N:12]3[S:17]([C:20]2[CH:26]=[CH:25][C:23]([CH3:24])=[CH:22][CH:21]=2)(=[O:19])=[O:18])[N:7]=1.C(N(C(C)C)CC)(C)C.Cl.[CH3:52][C:53]1([CH3:59])[CH2:58][CH2:57][CH2:56][NH:55][CH2:54]1. Given the product [Cl:41][C:33]1[C:34]([CH:38]([CH3:40])[CH3:39])=[N:35][N:36]([CH3:37])[C:32]=1[N:30]1[CH2:29][CH2:28][C:4]2[N:5]=[C:6]([C:8]3[CH:16]=[CH:15][CH:14]=[C:13]4[C:9]=3[C:10]([CH3:27])=[CH:11][N:12]4[S:17]([C:20]3[CH:21]=[CH:22][C:23]([CH3:24])=[CH:25][CH:26]=3)(=[O:18])=[O:19])[N:7]=[C:2]([N:55]3[CH2:56][CH2:57][CH2:58][C:53]([CH3:59])([CH3:52])[CH2:54]3)[C:3]=2[CH2:31]1, predict the reactants needed to synthesize it. (4) Given the product [OH:42][CH:37]1[CH2:38][CH2:39][CH2:40][CH2:41][CH:36]1[CH2:35][NH:34][C:27](=[O:28])[C:26]1[CH:25]=[CH:24][C:23]([C:21]2[CH:20]=[CH:19][C:18]3[N:14]([C:10]4[CH:11]=[CH:12][CH:13]=[C:8]([NH:7][C:5]([NH:4][CH2:3][C:2]([F:32])([F:1])[F:33])=[O:6])[CH:9]=4)[CH:15]=[N:16][C:17]=3[CH:22]=2)=[CH:31][CH:30]=1, predict the reactants needed to synthesize it. The reactants are: [F:1][C:2]([F:33])([F:32])[CH2:3][NH:4][C:5]([NH:7][C:8]1[CH:9]=[C:10]([N:14]2[C:18]3[CH:19]=[CH:20][C:21]([C:23]4[CH:31]=[CH:30][C:26]([C:27](O)=[O:28])=[CH:25][CH:24]=4)=[CH:22][C:17]=3[N:16]=[CH:15]2)[CH:11]=[CH:12][CH:13]=1)=[O:6].[NH2:34][CH2:35][C@@H:36]1[CH2:41][CH2:40][CH2:39][CH2:38][C@H:37]1[OH:42]. (5) The reactants are: [O-:1][S:2]([C:5]([F:8])([F:7])[F:6])(=[O:4])=[O:3].[CH3:9][N+:10]1[C:19]2[C:14](=[CH:15][CH:16]=[CH:17][CH:18]=2)[CH:13]=[CH:12][C:11]=1[CH3:20].[CH3:21][C:22]1[N:23]([C:30]2[CH:35]=[CH:34][CH:33]=[CH:32][CH:31]=2)[C:24]([CH3:29])=[CH:25][C:26]=1[CH:27]=O. Given the product [O-:4][S:2]([C:5]([F:8])([F:7])[F:6])(=[O:3])=[O:1].[CH3:21][C:22]1[N:23]([C:30]2[CH:35]=[CH:34][CH:33]=[CH:32][CH:31]=2)[C:24]([CH3:29])=[CH:25][C:26]=1/[CH:27]=[CH:20]/[C:11]1[CH:12]=[CH:13][C:14]2[C:19](=[CH:18][CH:17]=[CH:16][CH:15]=2)[N+:10]=1[CH3:9], predict the reactants needed to synthesize it.